Task: Regression. Given a peptide amino acid sequence and an MHC pseudo amino acid sequence, predict their binding affinity value. This is MHC class II binding data.. Dataset: Peptide-MHC class II binding affinity with 134,281 pairs from IEDB (1) The MHC is DRB1_0101 with pseudo-sequence DRB1_0101. The binding affinity (normalized) is 0.234. The peptide sequence is GSDARFLRGYHQYA. (2) The peptide sequence is VEFVTNMGIIIPDFA. The MHC is HLA-DPA10103-DPB10301 with pseudo-sequence HLA-DPA10103-DPB10301. The binding affinity (normalized) is 0.215. (3) The peptide sequence is FLAVAVVLGLATSPT. The MHC is HLA-DQA10501-DQB10301 with pseudo-sequence HLA-DQA10501-DQB10301. The binding affinity (normalized) is 0.813. (4) The peptide sequence is RIFGRRSIPVNEALA. The MHC is HLA-DQA10501-DQB10303 with pseudo-sequence HLA-DQA10501-DQB10303. The binding affinity (normalized) is 0.547. (5) The MHC is DRB1_0401 with pseudo-sequence DRB1_0401. The peptide sequence is FGSEDGSGDSENPGTARAWC. The binding affinity (normalized) is 0. (6) The peptide sequence is LKAMTADQEVPEKPDS. The MHC is DRB1_0401 with pseudo-sequence DRB1_0401. The binding affinity (normalized) is 0.192. (7) The peptide sequence is NVNLQKQLLTNHLIN. The MHC is DRB1_0101 with pseudo-sequence DRB1_0101. The binding affinity (normalized) is 0.578.